Dataset: Forward reaction prediction with 1.9M reactions from USPTO patents (1976-2016). Task: Predict the product of the given reaction. (1) Given the reactants [Cl:1][C:2]1[CH:7]=[CH:6][C:5]([C:8]2[S:12](=[O:14])(=[O:13])[NH:11][C:10]([CH3:16])([CH3:15])[C:9]=2[CH3:17])=[CH:4][CH:3]=1.Br[N:19]1C(=O)C[CH2:21][C:20]1=O.N(C(C)(C)C#N)=NC(C)(C)C#N.C(N)C, predict the reaction product. The product is: [Cl:1][C:2]1[CH:3]=[CH:4][C:5]([C:8]2[S:12](=[O:14])(=[O:13])[NH:11][C:10]([CH3:16])([CH3:15])[C:9]=2[CH2:17][NH:19][CH2:20][CH3:21])=[CH:6][CH:7]=1. (2) Given the reactants [CH3:1][O:2][C:3](=[O:23])[C:4]([CH3:22])([CH3:21])[CH:5]([C:11]1[CH:20]=[CH:19][C:14]([C:15]([O:17][CH3:18])=[O:16])=[CH:13][N:12]=1)OS(C)(=O)=O, predict the reaction product. The product is: [CH3:1][O:2][C:3](=[O:23])[C:4]([CH3:21])([CH3:22])[CH2:5][C:11]1[CH:20]=[CH:19][C:14]([C:15]([O:17][CH3:18])=[O:16])=[CH:13][N:12]=1.